From a dataset of Reaction yield outcomes from USPTO patents with 853,638 reactions. Predict the reaction yield, written as a fraction of the theoretical maximum amount of product (1.0 means a 100% yield; for example, 0.34 means a 34% yield). (1) The yield is 0.940. The catalyst is O1CCOCC1.O. The product is [CH3:13][O:12][C:9]1[CH:10]=[C:11]2[C:6](=[CH:7][C:8]=1[O:14][CH3:15])[N:5]=[C:4]([N:17]1[CH2:22][CH2:21][O:20][CH2:19][CH2:18]1)[N:3]=[C:2]2[NH2:1]. The reactants are [NH2:1][C:2]1[C:11]2[C:6](=[CH:7][C:8]([O:14][CH3:15])=[C:9]([O:12][CH3:13])[CH:10]=2)[N:5]=[C:4](Cl)[N:3]=1.[NH:17]1[CH2:22][CH2:21][O:20][CH2:19][CH2:18]1. (2) The reactants are Br[C:2]1[CH:3]=[C:4]2[C:23](=[CH:24][CH:25]=1)[C:7]1[NH:8][N:9]=[C:10]([C:11]3[C:12]([C:17]4[CH:22]=[CH:21][CH:20]=[CH:19][CH:18]=4)=[N:13][O:14][C:15]=3[CH3:16])[C:6]=1[CH2:5]2.BrC1C=C2C(=CC=1)CCC2.[CH3:36][N:37](C=O)C. The catalyst is [C-]#N.[Zn+2].[C-]#N. The product is [CH3:16][C:15]1[O:14][N:13]=[C:12]([C:17]2[CH:18]=[CH:19][CH:20]=[CH:21][CH:22]=2)[C:11]=1[C:10]1[NH:9][N:8]=[C:7]2[C:23]3[C:4]([CH2:5][C:6]=12)=[CH:3][C:2]([C:36]#[N:37])=[CH:25][CH:24]=3. The yield is 0.130. (3) The reactants are [C:1]([Si:5]([CH3:18])([CH3:17])[O:6][C:7]1[CH:12]=[CH:11][C:10]([N+:13]([O-])=O)=[CH:9][C:8]=1[CH3:16])([CH3:4])([CH3:3])[CH3:2].[H][H]. The catalyst is C(OCC)(=O)C.[Pd]. The product is [Si:5]([O:6][C:7]1[CH:12]=[CH:11][C:10]([NH2:13])=[CH:9][C:8]=1[CH3:16])([C:1]([CH3:4])([CH3:3])[CH3:2])([CH3:17])[CH3:18]. The yield is 0.930. (4) The reactants are [NH2:1][CH2:2][CH2:3][P:4](=[O:7])([OH:6])[OH:5].[OH-].[Na+].Cl[C:11]([O:13][CH2:14][C:15]1[CH:20]=[CH:19][CH:18]=[CH:17][CH:16]=1)=[O:12]. No catalyst specified. The product is [C:11]([NH:1][CH2:2][CH2:3][P:4](=[O:6])([OH:5])[OH:7])([O:13][CH2:14][C:15]1[CH:20]=[CH:19][CH:18]=[CH:17][CH:16]=1)=[O:12]. The yield is 0.910. (5) The reactants are [NH2:1][C:2]1[CH:10]=[CH:9][C:8]([CH3:11])=[CH:7][C:3]=1[C:4]([OH:6])=[O:5].[F:12][C:13]1[CH:18]=[CH:17][C:16]([S:19](Cl)(=[O:21])=[O:20])=[CH:15][CH:14]=1.C(=O)([O-])[O-].[Na+].[Na+]. The catalyst is O. The product is [F:12][C:13]1[CH:18]=[CH:17][C:16]([S:19]([NH:1][C:2]2[CH:10]=[CH:9][C:8]([CH3:11])=[CH:7][C:3]=2[C:4]([OH:6])=[O:5])(=[O:21])=[O:20])=[CH:15][CH:14]=1. The yield is 0.854.